Task: Predict the reaction yield, written as a fraction of the theoretical maximum amount of product (1.0 means a 100% yield; for example, 0.34 means a 34% yield).. Dataset: Reaction yield outcomes from USPTO patents with 853,638 reactions (1) The reactants are OO.O.[OH-].[Li+].[CH2:6]([S:26][C@@H:27]([CH2:43][CH3:44])[C:28](N1[C@@H](C)[C@@H](C2C=CC=CC=2)OC1=O)=[O:29])[CH2:7][CH2:8][CH2:9]/[CH:10]=[CH:11]\[CH2:12]/[CH:13]=[CH:14]\[CH2:15]/[CH:16]=[CH:17]\[CH2:18]/[CH:19]=[CH:20]\[CH2:21]/[CH:22]=[CH:23]\[CH2:24][CH3:25].[O-:45]S([O-])=O.[Na+].[Na+].Cl. The catalyst is O1CCCC1.O. The product is [CH2:6]([S:26][C@@H:27]([CH2:43][CH3:44])[C:28]([OH:29])=[O:45])[CH2:7][CH2:8][CH2:9]/[CH:10]=[CH:11]\[CH2:12]/[CH:13]=[CH:14]\[CH2:15]/[CH:16]=[CH:17]\[CH2:18]/[CH:19]=[CH:20]\[CH2:21]/[CH:22]=[CH:23]\[CH2:24][CH3:25]. The yield is 0.170. (2) The reactants are Br[C:2]1[CH:3]=[C:4]([C:12]([O:14][CH3:15])=[O:13])[CH:5]=[C:6]([CH:11]=1)[C:7]([O:9][CH3:10])=[O:8].[C:16]([O-:19])([O-])=O.[K+].[K+].O. The catalyst is CN(C=O)C.C1C=CC([P]([Pd]([P](C2C=CC=CC=2)(C2C=CC=CC=2)C2C=CC=CC=2)([P](C2C=CC=CC=2)(C2C=CC=CC=2)C2C=CC=CC=2)[P](C2C=CC=CC=2)(C2C=CC=CC=2)C2C=CC=CC=2)(C2C=CC=CC=2)C2C=CC=CC=2)=CC=1. The product is [CH3:10][O:9][C:7]([C:6]1[CH:11]=[C:2]([C:2]2[CH:3]=[CH:4][C:5]([CH:16]=[O:19])=[CH:6][CH:11]=2)[CH:3]=[C:4]([C:12]([O:14][CH3:15])=[O:13])[CH:5]=1)=[O:8]. The yield is 0.620. (3) The reactants are [Cl:1][C:2]1[CH:7]=[CH:6][C:5]([C@@:8]23[O:15][C@@:12]([CH2:16][OH:17])([CH2:13][O:14]2)[C@@H:11]([OH:18])[C@H:10]([OH:19])[C@H:9]3[OH:20])=[CH:4][C:3]=1[CH2:21][C:22]1[CH:27]=[CH:26][C:25]([O:28][CH2:29][CH3:30])=[CH:24][CH:23]=1.[C:31](Cl)(=[O:33])[CH3:32].CO. The catalyst is N1C(C)=CC(C)=CC=1C. The product is [Cl:1][C:2]1[CH:7]=[CH:6][C:5]([C@@:8]23[O:15][C@@:12]([CH2:16][O:17][C:31](=[O:33])[CH3:32])([CH2:13][O:14]2)[C@@H:11]([OH:18])[C@H:10]([OH:19])[C@H:9]3[OH:20])=[CH:4][C:3]=1[CH2:21][C:22]1[CH:23]=[CH:24][C:25]([O:28][CH2:29][CH3:30])=[CH:26][CH:27]=1. The yield is 0.870. (4) The reactants are Cl[C:2]1[N:7]=[C:6]([NH:8][C@@H:9]([C:11]2[CH:16]=[CH:15][CH:14]=[CH:13][CH:12]=2)[CH3:10])[CH:5]=[N:4][CH:3]=1.[C:17]1([C:23]2[N:24]=[CH:25][NH:26][CH:27]=2)[CH:22]=[CH:21][CH:20]=[CH:19][CH:18]=1. No catalyst specified. The product is [C:11]1([C@H:9]([NH:8][C:6]2[CH:5]=[N:4][CH:3]=[C:2]([N:26]3[CH:27]=[C:23]([C:17]4[CH:22]=[CH:21][CH:20]=[CH:19][CH:18]=4)[N:24]=[CH:25]3)[N:7]=2)[CH3:10])[CH:16]=[CH:15][CH:14]=[CH:13][CH:12]=1. The yield is 0.670. (5) No catalyst specified. The yield is 0.600. The reactants are [NH:1]1[C:5]2[CH:6]=[CH:7][C:8]([C:10]([OH:12])=O)=[CH:9][C:4]=2[N:3]=[CH:2]1.[CH3:13][C:14]1[CH:15]=[CH:16][C:17]2[CH2:18][C@H:19]3[C@@H:24]([C:25]=2[CH:26]=1)[CH2:23][CH2:22][CH2:21][NH:20]3. The product is [NH:1]1[C:5]2[CH:6]=[CH:7][C:8]([C:10]([N:20]3[CH2:21][CH2:22][CH2:23][C@@H:24]4[C:25]5[CH:26]=[C:14]([CH3:13])[CH:15]=[CH:16][C:17]=5[CH2:18][C@H:19]34)=[O:12])=[CH:9][C:4]=2[N:3]=[CH:2]1. (6) The reactants are [O:1]=[C:2]1[C:7]([CH2:8][C:9]2[CH:14]=[CH:13][C:12]([C:15]3[C:16]([C:21]#[N:22])=[CH:17][CH:18]=[CH:19][CH:20]=3)=[CH:11][CH:10]=2)=[C:6]([CH2:23][CH2:24][CH3:25])[N:5]2[N:26]=[CH:27][N:28]=[C:4]2[N:3]1[CH:29]1[CH2:42][CH2:41][C:32]2([O:36][C:35]([CH3:38])([CH3:37])[C:34]([CH3:40])([CH3:39])[O:33]2)[CH2:31][CH2:30]1.C([Sn](=O)CCCC)CCC.[N:53]([Si](C)(C)C)=[N+:54]=[N-:55].C1(C)C=CC=CC=1. The catalyst is C(OCC)(=O)C. The product is [CH2:23]([C:6]1[N:5]2[N:26]=[CH:27][N:28]=[C:4]2[N:3]([CH:29]2[CH2:42][CH2:41][C:32]3([O:36][C:35]([CH3:38])([CH3:37])[C:34]([CH3:40])([CH3:39])[O:33]3)[CH2:31][CH2:30]2)[C:2](=[O:1])[C:7]=1[CH2:8][C:9]1[CH:10]=[CH:11][C:12]([C:15]2[CH:20]=[CH:19][CH:18]=[CH:17][C:16]=2[C:21]2[NH:55][N:54]=[N:53][N:22]=2)=[CH:13][CH:14]=1)[CH2:24][CH3:25]. The yield is 0.280. (7) The reactants are [N:1]12[CH2:8][CH2:7][CH:4]([CH2:5][CH2:6]1)[C@H:3]([NH:9][C:10]([C:12]1[C:16]3[CH:17]=[CH:18][C:19](Br)=[CH:20][C:15]=3S[N:13]=1)=[O:11])[CH2:2]2.C[C:23]1(C)[C:36]2[CH:35]=[CH:34][CH:33]=[C:32](P(C3C=CC=CC=3)C3C=CC=CC=3)[C:31]=2OC2C1=CC=CC=2P(C1C=CC=CC=1)C1C=CC=CC=1.[C:64](=[O:67])([O-])[O-].[Cs+].[Cs+].[C:70](=[NH:83])([C:77]1[CH:82]=[CH:81]C=CC=1)C1C=CC=CC=1. The catalyst is C([O-])(=O)C.[Pd+2].C([O-])(=O)C. The product is [N:1]12[CH2:8][CH2:7][CH:4]([CH2:5][CH2:6]1)[C@H:3]([NH:9][C:10]([C:12]1[C:16]3[C:15](=[CH:20][CH:19]=[C:18]([N:1]4[CH2:2][CH2:3][CH:64]([O:67][CH2:23][C:36]5[CH:31]=[CH:32][CH:33]=[CH:34][CH:35]=5)[CH2:6]4)[CH:17]=3)[N:83]([CH2:70][CH:77]3[CH2:82][CH2:81]3)[N:13]=1)=[O:11])[CH2:2]2. The yield is 0.790.